Dataset: Full USPTO retrosynthesis dataset with 1.9M reactions from patents (1976-2016). Task: Predict the reactants needed to synthesize the given product. (1) Given the product [C:24]([O:27][C:28]([N:5]([CH2:4][CH2:3][C:1]#[N:2])[C:6]([CH3:11])([C:8]([OH:10])=[O:9])[CH3:7])=[O:29])([CH3:26])([CH3:25])[CH3:23], predict the reactants needed to synthesize it. The reactants are: [C:1]([CH2:3][CH2:4][NH:5][C:6]([CH3:11])([C:8]([OH:10])=[O:9])[CH3:7])#[N:2].O.O.O.O.O.[OH-].C[N+](C)(C)C.[CH3:23][C:24]([O:27][C:28](O[C:28]([O:27][C:24]([CH3:26])([CH3:25])[CH3:23])=[O:29])=[O:29])([CH3:26])[CH3:25]. (2) Given the product [CH3:74][C:75]1[CH:81]=[CH:80][CH:79]=[C:78]([CH3:82])[C:76]=1[NH:77][C:29](=[O:31])[C:28]1[CH:27]=[CH:26][C:25]([NH:24][C:10]2[N:9]=[C:8]([CH:5]3[CH2:6][CH2:7][N:2]([CH3:1])[CH2:3][CH2:4]3)[C:17]3[C:12](=[CH:13][CH:14]=[CH:15][CH:16]=3)[N:11]=2)=[CH:33][CH:32]=1, predict the reactants needed to synthesize it. The reactants are: [CH3:1][N:2]1[CH2:7][CH2:6][CH:5]([C:8]2[C:17]3[C:12](=[CH:13][CH:14]=[CH:15][CH:16]=3)[NH:11][C:10](=O)[N:9]=2)[CH2:4][CH2:3]1.P(Cl)(Cl)(Cl)=O.[NH2:24][C:25]1[CH:33]=[CH:32][C:28]([C:29]([OH:31])=O)=[CH:27][CH:26]=1.C(N(CC)CC)C.CN(C(ON1N=NC2C=CC=NC1=2)=[N+](C)C)C.F[P-](F)(F)(F)(F)F.CCN(C(C)C)C(C)C.[CH3:74][C:75]1[CH:81]=[CH:80][CH:79]=[C:78]([CH3:82])[C:76]=1[NH2:77]. (3) Given the product [CH3:28][C:3]1([CH3:29])[CH:2]([C:30]2[CH:31]=[CH:32][CH:33]=[CH:34][CH:35]=2)[C:6]2[C:7]([CH3:27])=[C:8]([N:13]3[CH2:14][CH2:15][N:16]([C:19]4[CH:20]=[CH:21][C:22]([O:25][CH3:26])=[CH:23][CH:24]=4)[CH2:17][CH2:18]3)[C:9]([CH3:12])=[C:10]([CH3:11])[C:5]=2[O:4]1, predict the reactants needed to synthesize it. The reactants are: O[C:2]1([C:30]2[CH:35]=[CH:34][CH:33]=[CH:32][CH:31]=2)[C:6]2[C:7]([CH3:27])=[C:8]([N:13]3[CH2:18][CH2:17][N:16]([C:19]4[CH:24]=[CH:23][C:22]([O:25][CH3:26])=[CH:21][CH:20]=4)[CH2:15][CH2:14]3)[C:9]([CH3:12])=[C:10]([CH3:11])[C:5]=2[O:4][C:3]1([CH3:29])[CH3:28].